Dataset: Reaction yield outcomes from USPTO patents with 853,638 reactions. Task: Predict the reaction yield, written as a fraction of the theoretical maximum amount of product (1.0 means a 100% yield; for example, 0.34 means a 34% yield). (1) The reactants are C([O:3][C:4]([C:6]1[CH:7]=[N:8][N:9]2[C:14]([C:15]([F:18])([F:17])[F:16])=[CH:13][C:12]([C:19]3[CH:24]=[CH:23][C:22]([C:25]([F:28])([F:27])[F:26])=[CH:21][CH:20]=3)=[CH:11][C:10]=12)=[O:5])C.O[Li].O.Cl. The catalyst is C1COCC1.CO.O. The product is [F:18][C:15]([F:16])([F:17])[C:14]1[N:9]2[N:8]=[CH:7][C:6]([C:4]([OH:5])=[O:3])=[C:10]2[CH:11]=[C:12]([C:19]2[CH:20]=[CH:21][C:22]([C:25]([F:26])([F:27])[F:28])=[CH:23][CH:24]=2)[CH:13]=1. The yield is 0.960. (2) The reactants are Cl[C:2]1[C:7]([CH3:8])=[CH:6][N:5]=[C:4]([NH2:9])[N:3]=1.[C:10]([O:14][C:15]([C:17]1[CH:22]=[CH:21][C:20](B(O)O)=[CH:19][CH:18]=1)=[O:16])([CH3:13])([CH3:12])[CH3:11].C([O-])([O-])=O.[Na+].[Na+]. No catalyst specified. The product is [NH2:9][C:4]1[N:3]=[C:2]([C:20]2[CH:21]=[CH:22][C:17]([C:15]([O:14][C:10]([CH3:11])([CH3:12])[CH3:13])=[O:16])=[CH:18][CH:19]=2)[C:7]([CH3:8])=[CH:6][N:5]=1. The yield is 0.500. (3) The reactants are [CH2:1]([O:3][P:4]([CH2:9][CH2:10][NH:11][CH2:12][C:13]([CH3:36])=[CH:14][CH2:15][C:16]1[C:17]([O:29][CH2:30][CH2:31][Si:32]([CH3:35])([CH3:34])[CH3:33])=[C:18]2[C:22](=[C:23]([CH3:27])[C:24]=1[O:25][CH3:26])[CH2:21][O:20][C:19]2=[O:28])(=[O:8])[O:5][CH2:6][CH3:7])[CH3:2].[CH3:37][S:38](Cl)(=[O:40])=[O:39].N1C=CC=CC=1. The catalyst is C(Cl)Cl. The product is [CH2:1]([O:3][P:4]([CH2:9][CH2:10][N:11]([S:38]([CH3:37])(=[O:40])=[O:39])[CH2:12][C:13]([CH3:36])=[CH:14][CH2:15][C:16]1[C:17]([O:29][CH2:30][CH2:31][Si:32]([CH3:33])([CH3:34])[CH3:35])=[C:18]2[C:22](=[C:23]([CH3:27])[C:24]=1[O:25][CH3:26])[CH2:21][O:20][C:19]2=[O:28])(=[O:8])[O:5][CH2:6][CH3:7])[CH3:2]. The yield is 0.630.